Dataset: Reaction yield outcomes from USPTO patents with 853,638 reactions. Task: Predict the reaction yield, written as a fraction of the theoretical maximum amount of product (1.0 means a 100% yield; for example, 0.34 means a 34% yield). (1) The reactants are [F:1][C:2]([F:13])([F:12])[O:3][C:4]1[CH:11]=[CH:10][C:7]([CH:8]=O)=[CH:6][CH:5]=1.[NH2:14][C:15]1[N:16]=[N:17][C:18]([CH3:21])=[CH:19][CH:20]=1.C([O:24][C:25](=O)[C:26]([OH:42])=[CH:27][C:28](=[O:41])[C:29]1[CH:34]=[CH:33][C:32]([C:35]2[CH:40]=[CH:39][CH:38]=[CH:37][N:36]=2)=[CH:31][CH:30]=1)C. No catalyst specified. The product is [OH:42][C:26]1[C:25](=[O:24])[N:14]([C:15]2[N:16]=[N:17][C:18]([CH3:21])=[CH:19][CH:20]=2)[CH:8]([C:7]2[CH:10]=[CH:11][C:4]([O:3][C:2]([F:13])([F:12])[F:1])=[CH:5][CH:6]=2)[C:27]=1[C:28](=[O:41])[C:29]1[CH:34]=[CH:33][C:32]([C:35]2[CH:40]=[CH:39][CH:38]=[CH:37][N:36]=2)=[CH:31][CH:30]=1. The yield is 0.230. (2) The reactants are [NH:1]1[C:9]2[C:4](=[CH:5][CH:6]=[C:7]([CH2:10][OH:11])[CH:8]=2)[CH:3]=[N:2]1. The yield is 0.980. The catalyst is C(Cl)Cl.O=[Mn]=O. The product is [NH:1]1[C:9]2[C:4](=[CH:5][CH:6]=[C:7]([CH:10]=[O:11])[CH:8]=2)[CH:3]=[N:2]1. (3) The reactants are [CH2:1]([O:3][C:4]([C:6]1[CH:7]=[N:8][N:9]([C:12]2[CH:17]=[C:16]([C:18]([OH:20])=O)[CH:15]=[CH:14][C:13]=2[CH3:21])[C:10]=1[NH2:11])=[O:5])[CH3:2].CCN=C=N[CH2:27][CH2:28][CH2:29][N:30](C)C.C1C=CC2N(O)N=NC=2C=1.C(N(C(C)C)CC)(C)C.C1(N)CC1. The catalyst is CN(C=O)C.CCOC(C)=O.O. The product is [CH2:1]([O:3][C:4]([C:6]1[CH:7]=[N:8][N:9]([C:12]2[CH:17]=[C:16]([C:18](=[O:20])[NH:30][CH:29]3[CH2:27][CH2:28]3)[CH:15]=[CH:14][C:13]=2[CH3:21])[C:10]=1[NH2:11])=[O:5])[CH3:2]. The yield is 0.790. (4) The reactants are [CH3:16][C:11]1([CH3:17])[C:12]([CH3:15])([CH3:14])[O:13][B:9]([B:9]2[O:13][C:12]([CH3:15])([CH3:14])[C:11]([CH3:17])([CH3:16])[O:10]2)[O:10]1.[C:32]1(P([C:32]2[CH:37]=[CH:36][CH:35]=[CH:34][CH:33]=2)[C:32]2[CH:37]=[CH:36][CH:35]=[CH:34][CH:33]=2)[CH:37]=[CH:36][CH:35]=[CH:34][CH:33]=1.[C:38]([O-:41])([O-])=[O:39].[K+].[K+].O1CCO[CH2:46][CH2:45]1. The catalyst is Cl[Pd](Cl)(P(C1C=CC=CC=1)(C1C=CC=CC=1)C1C=CC=CC=1)P(C1C=CC=CC=1)(C1C=CC=CC=1)C1C=CC=CC=1. The product is [CH3:15][C:12]1([CH3:14])[C:11]([CH3:16])([CH3:17])[O:10][B:9]([C:37]2[CH2:36][CH2:35][CH2:34][CH2:33][C:32]=2[C:38]([O:41][CH2:45][CH3:46])=[O:39])[O:13]1. The yield is 0.160. (5) The reactants are Cl.[Cl:2][C:3]1[CH:8]=[CH:7][C:6]([CH:9]([NH:14]C(=O)OC(C)(C)C)[CH2:10][CH2:11][NH:12][CH3:13])=[CH:5][CH:4]=1. The catalyst is C(Cl)Cl.CO. The product is [Cl:2][C:3]1[CH:4]=[CH:5][C:6]([CH:9]([NH2:14])[CH2:10][CH2:11][NH:12][CH3:13])=[CH:7][CH:8]=1. The yield is 0.900.